From a dataset of Merck oncology drug combination screen with 23,052 pairs across 39 cell lines. Regression. Given two drug SMILES strings and cell line genomic features, predict the synergy score measuring deviation from expected non-interaction effect. (1) Drug 1: O=C(O)C1(Cc2cccc(Nc3nccs3)n2)CCC(Oc2cccc(Cl)c2F)CC1. Drug 2: CNC(=O)c1cc(Oc2ccc(NC(=O)Nc3ccc(Cl)c(C(F)(F)F)c3)cc2)ccn1. Cell line: ES2. Synergy scores: synergy=8.05. (2) Drug 1: CCC1=CC2CN(C1)Cc1c([nH]c3ccccc13)C(C(=O)OC)(c1cc3c(cc1OC)N(C)C1C(O)(C(=O)OC)C(OC(C)=O)C4(CC)C=CCN5CCC31C54)C2. Drug 2: Cn1c(=O)n(-c2ccc(C(C)(C)C#N)cc2)c2c3cc(-c4cnc5ccccc5c4)ccc3ncc21. Cell line: A2780. Synergy scores: synergy=8.07. (3) Drug 1: O=C(O)C1(Cc2cccc(Nc3nccs3)n2)CCC(Oc2cccc(Cl)c2F)CC1. Drug 2: CCc1cnn2c(NCc3ccc[n+]([O-])c3)cc(N3CCCCC3CCO)nc12. Cell line: UACC62. Synergy scores: synergy=7.11. (4) Drug 1: NC1(c2ccc(-c3nc4ccn5c(=O)[nH]nc5c4cc3-c3ccccc3)cc2)CCC1. Drug 2: CNC(=O)c1cc(Oc2ccc(NC(=O)Nc3ccc(Cl)c(C(F)(F)F)c3)cc2)ccn1. Cell line: COLO320DM. Synergy scores: synergy=15.4. (5) Drug 1: O=P1(N(CCCl)CCCl)NCCCO1. Drug 2: C=CCn1c(=O)c2cnc(Nc3ccc(N4CCN(C)CC4)cc3)nc2n1-c1cccc(C(C)(C)O)n1. Cell line: A375. Synergy scores: synergy=1.95. (6) Drug 2: CCN(CC)CCNC(=O)c1c(C)[nH]c(C=C2C(=O)Nc3ccc(F)cc32)c1C. Synergy scores: synergy=-1.12. Drug 1: Nc1ccn(C2OC(CO)C(O)C2(F)F)c(=O)n1. Cell line: RPMI7951.